Dataset: CYP2C19 inhibition data for predicting drug metabolism from PubChem BioAssay. Task: Regression/Classification. Given a drug SMILES string, predict its absorption, distribution, metabolism, or excretion properties. Task type varies by dataset: regression for continuous measurements (e.g., permeability, clearance, half-life) or binary classification for categorical outcomes (e.g., BBB penetration, CYP inhibition). Dataset: cyp2c19_veith. (1) The result is 0 (non-inhibitor). The molecule is Nc1n[nH]c2ccccc12. (2) The compound is COCC(=O)N1CCC2(CCCN(c3ccccc3)C2)CC1. The result is 1 (inhibitor). (3) The drug is O=C1C=C[C@@H](O)[C@@H]2[C@@H]1CC[C@H]1C(=O)N(c3cccc(Oc4ccccc4)c3)C(=O)[C@H]12. The result is 0 (non-inhibitor).